This data is from Full USPTO retrosynthesis dataset with 1.9M reactions from patents (1976-2016). The task is: Predict the reactants needed to synthesize the given product. (1) Given the product [C:15]([O:19][C:20]([N:22]1[CH2:23][CH:24]=[C:25]([C:9]2[CH:10]=[CH:11][C:6]([C:4]([O:3][CH2:1][CH3:2])=[O:5])=[CH:7][CH:8]=2)[CH2:26][CH2:27]1)=[O:21])([CH3:18])([CH3:16])[CH3:17], predict the reactants needed to synthesize it. The reactants are: [CH2:1]([O:3][C:4]([C:6]1[CH:11]=[CH:10][C:9](B(O)O)=[CH:8][CH:7]=1)=[O:5])[CH3:2].[C:15]([O:19][C:20]([N:22]1[CH2:27][CH:26]=[C:25](OS(C(F)(F)F)(=O)=O)[CH2:24][CH2:23]1)=[O:21])([CH3:18])([CH3:17])[CH3:16]. (2) Given the product [Cl:1][C:2]1[C:3]([F:34])=[C:4]([CH:5]=[C:6]([C:8]([F:11])([F:9])[F:10])[CH:7]=1)[CH2:12][N:13]1[CH2:18][CH2:17][CH:16]([CH2:19][O:20][C:21]2[C:29]([CH:30]3[CH2:31][CH2:32]3)=[CH:28][C:24]([C:25]([NH:41][S:38]([CH:35]3[CH2:37][CH2:36]3)(=[O:40])=[O:39])=[O:27])=[C:23]([F:33])[CH:22]=2)[CH2:15][CH2:14]1, predict the reactants needed to synthesize it. The reactants are: [Cl:1][C:2]1[C:3]([F:34])=[C:4]([CH2:12][N:13]2[CH2:18][CH2:17][CH:16]([CH2:19][O:20][C:21]3[C:29]([CH:30]4[CH2:32][CH2:31]4)=[CH:28][C:24]([C:25]([OH:27])=O)=[C:23]([F:33])[CH:22]=3)[CH2:15][CH2:14]2)[CH:5]=[C:6]([C:8]([F:11])([F:10])[F:9])[CH:7]=1.[CH:35]1([S:38]([NH2:41])(=[O:40])=[O:39])[CH2:37][CH2:36]1. (3) Given the product [CH:17]([O:16][CH:10]([CH2:9][C:5]1[CH:6]=[CH:7][CH:8]=[C:3]([CH2:2][O:1][C:29]([NH:28][C:25]2[CH:26]=[CH:27][C:22]([O:21][CH3:20])=[CH:23][CH:24]=2)=[O:30])[CH:4]=1)[C:11]([OH:13])=[O:12])([CH3:18])[CH3:19], predict the reactants needed to synthesize it. The reactants are: [OH:1][CH2:2][C:3]1[CH:4]=[C:5]([CH2:9][CH:10]([O:16][CH:17]([CH3:19])[CH3:18])[C:11]([O:13]CC)=[O:12])[CH:6]=[CH:7][CH:8]=1.[CH3:20][O:21][C:22]1[CH:27]=[CH:26][C:25]([N:28]=[C:29]=[O:30])=[CH:24][CH:23]=1. (4) Given the product [F:14][C:15]1[CH:16]=[C:17]([N:21]2[CH2:26][CH2:25][N:24]([CH2:2][CH2:3][CH2:4][N:5]3[C:9]4[CH:10]=[CH:11][CH:12]=[CH:13][C:8]=4[N:7]=[CH:6]3)[CH2:23][CH2:22]2)[CH:18]=[CH:19][CH:20]=1, predict the reactants needed to synthesize it. The reactants are: Cl[CH2:2][CH2:3][CH2:4][N:5]1[C:9]2[CH:10]=[CH:11][CH:12]=[CH:13][C:8]=2[N:7]=[CH:6]1.[F:14][C:15]1[CH:16]=[C:17]([N:21]2[CH2:26][CH2:25][NH:24][CH2:23][CH2:22]2)[CH:18]=[CH:19][CH:20]=1.C(N(C(C)C)CC)(C)C.[I-].[K+]. (5) Given the product [CH2:1]([O:3][P:4]([CH2:9][C:10]1[CH:11]=[CH:12][C:13]([NH:16][C:17](=[O:33])[CH2:18][CH2:19][C:20]2[CH:21]=[N:22][O:23][C:24]=2[C:25]2[CH:30]=[CH:29][C:28]([S:31]([CH3:32])=[O:42])=[CH:27][CH:26]=2)=[CH:14][CH:15]=1)([O:6][CH2:7][CH3:8])=[O:5])[CH3:2], predict the reactants needed to synthesize it. The reactants are: [CH2:1]([O:3][P:4]([CH2:9][C:10]1[CH:15]=[CH:14][C:13]([NH:16][C:17](=[O:33])[CH2:18][CH2:19][C:20]2[CH:21]=[N:22][O:23][C:24]=2[C:25]2[CH:30]=[CH:29][C:28]([S:31][CH3:32])=[CH:27][CH:26]=2)=[CH:12][CH:11]=1)([O:6][CH2:7][CH3:8])=[O:5])[CH3:2].ClC1C=CC=C(C(OO)=[O:42])C=1.S([O-])([O-])=O.[Na+].[Na+]. (6) Given the product [CH3:33][N:19]1[C:18](=[O:34])[C:17]2[C:22](=[C:13]([NH:12][S:8]([C:4]3[CH:3]=[N:2][CH:7]=[CH:6][CH:5]=3)(=[O:10])=[O:9])[CH:14]=[CH:15][CH:16]=2)[N:21]=[C:20]1[C:23]1[CH:28]=[CH:27][CH:26]=[CH:25][CH:24]=1, predict the reactants needed to synthesize it. The reactants are: Cl.[N:2]1[CH:7]=[CH:6][CH:5]=[C:4]([S:8](Cl)(=[O:10])=[O:9])[CH:3]=1.[NH2:12][C:13]1[CH:14]=[CH:15][CH:16]=[C:17]2[C:22]=1[N:21]=[C:20]([C:23]1[CH:28]=[CH:27][CH:26]=[C:25](C(F)(F)F)[CH:24]=1)[N:19]([CH3:33])[C:18]2=[O:34].